From a dataset of Catalyst prediction with 721,799 reactions and 888 catalyst types from USPTO. Predict which catalyst facilitates the given reaction. (1) Reactant: [OH:1][C:2]1[CH:9]=[CH:8][C:5]([C:6]#[N:7])=[CH:4][C:3]=1[CH2:10][CH2:11][CH3:12].Br[CH2:14][CH2:15][CH2:16][O:17][C:18]1[CH:19]=[C:20]2[C:24](=[CH:25][CH:26]=1)[N:23]([CH2:27][C:28]([O:30][CH3:31])=[O:29])[CH:22]=[CH:21]2.C(=O)([O-])[O-].[Cs+].[Cs+]. Product: [C:6]([C:5]1[CH:8]=[CH:9][C:2]([O:1][CH2:14][CH2:15][CH2:16][O:17][C:18]2[CH:19]=[C:20]3[C:24](=[CH:25][CH:26]=2)[N:23]([CH2:27][C:28]([O:30][CH3:31])=[O:29])[CH:22]=[CH:21]3)=[C:3]([CH2:10][CH2:11][CH3:12])[CH:4]=1)#[N:7]. The catalyst class is: 3. (2) Reactant: [Si:1]([O:8][CH:9]([CH:28]1[CH2:37][CH2:36][C:35]2[C:30](=[CH:31][CH:32]=[C:33]([O:38][C:39]3[CH:44]=[CH:43][CH:42]=[CH:41][CH:40]=3)[CH:34]=2)[CH2:29]1)[C:10]1[O:11][C:12]([Sn](CCCC)(CCCC)CCCC)=[CH:13][N:14]=1)([C:4]([CH3:7])([CH3:6])[CH3:5])([CH3:3])[CH3:2].Br[C:46]1[N:51]=[C:50]([C:52]([O:54][CH3:55])=[O:53])[CH:49]=[CH:48][CH:47]=1. Product: [Si:1]([O:8][CH:9]([CH:28]1[CH2:37][CH2:36][C:35]2[C:30](=[CH:31][CH:32]=[C:33]([O:38][C:39]3[CH:40]=[CH:41][CH:42]=[CH:43][CH:44]=3)[CH:34]=2)[CH2:29]1)[C:10]1[O:11][C:12]([C:46]2[N:51]=[C:50]([C:52]([O:54][CH3:55])=[O:53])[CH:49]=[CH:48][CH:47]=2)=[CH:13][N:14]=1)([C:4]([CH3:5])([CH3:7])[CH3:6])([CH3:3])[CH3:2]. The catalyst class is: 752.